This data is from Reaction yield outcomes from USPTO patents with 853,638 reactions. The task is: Predict the reaction yield, written as a fraction of the theoretical maximum amount of product (1.0 means a 100% yield; for example, 0.34 means a 34% yield). (1) The reactants are [NH2:1][C:2]1[CH:7]=[C:6]([O:8][C:9]2[CH:14]=[CH:13][C:12]([N+:15]([O-:17])=[O:16])=[CH:11][C:10]=2[F:18])[N:5]=[CH:4][N:3]=1.[CH2:19]([N:21]([CH2:24][CH3:25])[CH2:22]C)[CH3:20].ClC(OC1C=CC=CC=1)=[O:28].N1CCCC1. The catalyst is O1CCCC1. The product is [F:18][C:10]1[CH:11]=[C:12]([N+:15]([O-:17])=[O:16])[CH:13]=[CH:14][C:9]=1[O:8][C:6]1[N:5]=[CH:4][N:3]=[C:2]([NH:1][C:22]([N:21]2[CH2:24][CH2:25][CH2:20][CH2:19]2)=[O:28])[CH:7]=1. The yield is 0.695. (2) The reactants are [Br:1][C:2]1[N:3]=[C:4]([CH:17]2[CH2:22][CH2:21][N:20]([C:23]([O:25][C:26]([CH3:29])([CH3:28])[CH3:27])=[O:24])[CH2:19][CH2:18]2)[N:5]([CH2:8][CH2:9][O:10][CH:11]2[CH2:16][CH2:15][CH2:14][CH2:13][O:12]2)[C:6]=1Br.C([Li])CCC.C(O)(C)C. The catalyst is O1CCCC1.[Cl-].[NH4+]. The product is [Br:1][C:2]1[N:3]=[C:4]([CH:17]2[CH2:22][CH2:21][N:20]([C:23]([O:25][C:26]([CH3:29])([CH3:28])[CH3:27])=[O:24])[CH2:19][CH2:18]2)[N:5]([CH2:8][CH2:9][O:10][CH:11]2[CH2:16][CH2:15][CH2:14][CH2:13][O:12]2)[CH:6]=1. The yield is 1.00. (3) The reactants are C([Si](C)(C)[N:6]1[C:10]2=[N:11][CH:12]=[C:13]([C:15]3[CH:20]=[CH:19][CH:18]=[CH:17][C:16]=3[O:21][C:22]3[N:27]=[CH:26][CH:25]=[CH:24][N:23]=3)[CH:14]=[C:9]2[CH:8]=[CH:7]1)(C)(C)C.Cl.C([O-])(O)=O.[Na+].C(OCC)(=O)C. The catalyst is CO. The product is [N:27]1[CH:26]=[CH:25][CH:24]=[N:23][C:22]=1[O:21][C:16]1[CH:17]=[CH:18][CH:19]=[CH:20][C:15]=1[C:13]1[CH:14]=[C:9]2[CH:8]=[CH:7][NH:6][C:10]2=[N:11][CH:12]=1. The yield is 0.440. (4) The yield is 0.810. The reactants are [C:1]([O:5][C:6](=[O:12])[NH:7][CH2:8][CH2:9][CH2:10][NH2:11])([CH3:4])([CH3:3])[CH3:2].[CH2:13]([N:20]1[C:25](=[O:26])[C:24]2=[C:27]([Cl:30])[CH:28]=[CH:29][N:23]2[N:22]=[C:21]1[CH:31](Cl)[CH:32]1[CH2:34][CH2:33]1)[C:14]1[CH:19]=[CH:18][CH:17]=[CH:16][CH:15]=1. The catalyst is CN1C(=O)CCC1. The product is [C:1]([O:5][C:6](=[O:12])[NH:7][CH2:8][CH2:9][CH2:10][NH:11][CH:31]([C:21]1[N:20]([CH2:13][C:14]2[CH:19]=[CH:18][CH:17]=[CH:16][CH:15]=2)[C:25](=[O:26])[C:24]2=[C:27]([Cl:30])[CH:28]=[CH:29][N:23]2[N:22]=1)[CH:32]1[CH2:33][CH2:34]1)([CH3:4])([CH3:2])[CH3:3]. (5) The reactants are [C:1]([OH:4])(=O)[CH3:2].C(Cl)CCl.[NH2:9][CH:10]1[CH2:15][CH2:14][CH:13]([NH:16][C:17]([NH:19][C:20]2[CH:25]=[CH:24][C:23]([C:26]([F:29])([F:28])[F:27])=[CH:22][CH:21]=2)=[O:18])[CH2:12][CH2:11]1. The catalyst is ClCCl.CN(C1C=CN=CC=1)C. The product is [F:27][C:26]([F:28])([F:29])[C:23]1[CH:22]=[CH:21][C:20]([NH:19][C:17](=[O:18])[NH:16][CH:13]2[CH2:12][CH2:11][CH:10]([NH:9][C:1](=[O:4])[CH3:2])[CH2:15][CH2:14]2)=[CH:25][CH:24]=1. The yield is 0.550. (6) The reactants are [NH2:1][C:2]1[C:7]([F:8])=[C:6]([CH:9]([F:11])[CH3:10])[N:5]=[C:4]([C:12]([O:14]C)=[O:13])[C:3]=1[Cl:16].[OH-].[Na+].Cl. The catalyst is CO. The product is [NH2:1][C:2]1[C:7]([F:8])=[C:6]([CH:9]([F:11])[CH3:10])[N:5]=[C:4]([C:12]([OH:14])=[O:13])[C:3]=1[Cl:16]. The yield is 1.00. (7) The reactants are Br[C:2]1[CH:9]=[C:8]([CH3:10])[CH:7]=[CH:6][C:3]=1[C:4]#[N:5].C([Cu])#[N:12].[NH4+].[OH-]. The catalyst is CN1C(=O)CCC1. The product is [NH2:12][C:2]1[CH:9]=[C:8]([CH3:10])[CH:7]=[CH:6][C:3]=1[C:4]#[N:5]. The yield is 0.880.